Dataset: Retrosynthesis with 50K atom-mapped reactions and 10 reaction types from USPTO. Task: Predict the reactants needed to synthesize the given product. (1) Given the product CC(C)C(=O)NC1CCc2[nH]c3ccc(Br)cc3c2C1, predict the reactants needed to synthesize it. The reactants are: CC(C)C(=O)NC1CCC(=O)CC1.NNc1ccc(Br)cc1. (2) Given the product [N-]=[N+]=NC[C@H]1CCCC[C@@H]1N, predict the reactants needed to synthesize it. The reactants are: CC(C)(C)OC(=O)N[C@H]1CCCC[C@@H]1CN=[N+]=[N-]. (3) Given the product CCN(C)S(=O)(=O)c1ccc(-c2cnc(N)c(-c3cc4c(s3)C(=O)NCC4)c2)nc1, predict the reactants needed to synthesize it. The reactants are: CCN(C)S(=O)(=O)c1ccc([Sn](C)(C)C)nc1.Nc1ncc(Br)cc1-c1cc2c(s1)C(=O)NCC2. (4) Given the product Cc1ccc(CNC(=O)CC#N)c(C)c1, predict the reactants needed to synthesize it. The reactants are: Cc1ccc(CN)c(C)c1.N#CCC(=O)O. (5) Given the product COC(=O)c1cc(O)c(C)c(OC)c1, predict the reactants needed to synthesize it. The reactants are: CI.COC(=O)c1cc(O)c(C)c(O)c1. (6) Given the product COc1ccc([C@H]2SCC(C(=O)O)N2C(=O)OCc2ccccc2)cc1, predict the reactants needed to synthesize it. The reactants are: COc1ccc([C@@H]2NC(C(=O)O)CS2)cc1.O=C(Cl)OCc1ccccc1. (7) Given the product CCCCCCOC1C2OC3(O[SiH](C)C)OC(OCC45CC6C(C)CCC6C6(C=O)CC4C=C(C(C)C)C65C(=O)OC(c4ccccc4)c4ccccc4)(OC13)C2C(C)(C)C, predict the reactants needed to synthesize it. The reactants are: CC(C)C1=CC2CC3(C=O)C4CCC(C)C4CC2(COC24OC5C(O)C(OC5(O[SiH](C)C)O2)C4C(C)(C)C)C13C(=O)OC(c1ccccc1)c1ccccc1.CCCCCCCl.